Dataset: Full USPTO retrosynthesis dataset with 1.9M reactions from patents (1976-2016). Task: Predict the reactants needed to synthesize the given product. (1) Given the product [Cl:28][C:24]1[CH:23]=[C:22]2[C:27]([C:18]([NH:1][C:2]3[CH:3]=[CH:4][C:5]([N:10]4[CH2:15][CH2:14][N:13]([CH3:16])[CH2:12][CH2:11]4)=[C:6]([CH2:8][OH:9])[CH:7]=3)=[CH:19][CH:20]=[N:21]2)=[CH:26][CH:25]=1, predict the reactants needed to synthesize it. The reactants are: [NH2:1][C:2]1[CH:3]=[CH:4][C:5]([N:10]2[CH2:15][CH2:14][N:13]([CH3:16])[CH2:12][CH2:11]2)=[C:6]([CH2:8][OH:9])[CH:7]=1.Cl[C:18]1[C:27]2[C:22](=[CH:23][C:24]([Cl:28])=[CH:25][CH:26]=2)[N:21]=[CH:20][CH:19]=1. (2) Given the product [CH3:30][C:6]([CH3:5])([CH2:7][O:8][CH:9]1[CH2:14][CH2:13][CH2:12][CH2:11][O:10]1)[CH2:15][CH2:16][CH2:17][CH2:18][NH2:2], predict the reactants needed to synthesize it. The reactants are: O.[NH2:2]N.O.[CH3:5][C:6]([CH3:30])([CH2:15][CH2:16][CH:17](N1C(=O)C2=CC=CC=C2C1=O)[CH3:18])[CH2:7][O:8][CH:9]1[CH2:14][CH2:13][CH2:12][CH2:11][O:10]1. (3) Given the product [O:1]=[C:2]1[CH2:7][O:6][CH2:5][CH2:4][N:3]1[C:8]1[CH:9]=[CH:10][C:11]([CH2:14][C:15]([OH:17])=[O:16])=[CH:12][CH:13]=1, predict the reactants needed to synthesize it. The reactants are: [O:1]=[C:2]1[CH2:7][O:6][CH2:5][CH2:4][N:3]1[C:8]1[CH:13]=[CH:12][C:11]([CH2:14][C:15]([O:17]CC)=[O:16])=[CH:10][CH:9]=1. (4) Given the product [C:17]([O:16][C:14]([NH:3][C:4]1[O:8][C:7]([C:9]([O:11][CH2:12][CH3:13])=[O:10])=[N:6][N:5]=1)=[O:15])([CH3:20])([CH3:19])[CH3:18], predict the reactants needed to synthesize it. The reactants are: [H-].[Na+].[NH2:3][C:4]1[O:8][C:7]([C:9]([O:11][CH2:12][CH3:13])=[O:10])=[N:6][N:5]=1.[C:14](O[C:14]([O:16][C:17]([CH3:20])([CH3:19])[CH3:18])=[O:15])([O:16][C:17]([CH3:20])([CH3:19])[CH3:18])=[O:15]. (5) Given the product [C:1]([O:9][C:10]1([CH2:27][C:28]2[CH:33]=[CH:32][C:31]([O:34][CH3:35])=[CH:30][C:29]=2[OH:36])[C:18]2[C:13](=[CH:14][CH:15]=[CH:16][CH:17]=2)[N:12]([CH2:20][CH3:21])[C:11]1=[O:26])(=[O:8])[C:2]1[CH:7]=[CH:6][CH:5]=[CH:4][CH:3]=1, predict the reactants needed to synthesize it. The reactants are: [C:1]([O:9][C:10]1([CH2:27][C:28]2[CH:33]=[CH:32][C:31]([O:34][CH3:35])=[CH:30][C:29]=2[OH:36])[C:18]2[C:13](=[CH:14][CH:15]=[C:16](C)[CH:17]=2)[N:12]([CH2:20][CH2:21]CC(C)C)[C:11]1=[O:26])(=[O:8])[C:2]1[CH:7]=[CH:6][CH:5]=[CH:4][CH:3]=1.C(OC1C2C(=CC=CC=2)N(CC)C1=O)(=O)C1C=CC=CC=1.